This data is from Reaction yield outcomes from USPTO patents with 853,638 reactions. The task is: Predict the reaction yield, written as a fraction of the theoretical maximum amount of product (1.0 means a 100% yield; for example, 0.34 means a 34% yield). (1) The reactants are [OH:1][C:2]1[CH:7]=[CH:6][C:5]([O:8][C:9]([F:12])([F:11])[F:10])=[CH:4][C:3]=1[C:13]([C:15]1[CH:20]=[CH:19][CH:18]=[CH:17][CH:16]=1)=[O:14].[CH2:21]([O:23][C:24](=[O:44])[CH2:25][S:26][C:27]1[CH:32]=[CH:31][C:30]([O:33][CH2:34][CH2:35][C@@H:36](OS(C)(=O)=O)[CH3:37])=[CH:29][C:28]=1[CH3:43])[CH3:22].C([O-])([O-])=O.[Cs+].[Cs+].Cl. The catalyst is CN(C=O)C.O. The product is [CH2:21]([O:23][C:24](=[O:44])[CH2:25][S:26][C:27]1[CH:32]=[CH:31][C:30]([O:33][CH2:34][CH2:35][C@H:36]([O:1][C:2]2[CH:7]=[CH:6][C:5]([O:8][C:9]([F:10])([F:11])[F:12])=[CH:4][C:3]=2[C:13](=[O:14])[C:15]2[CH:16]=[CH:17][CH:18]=[CH:19][CH:20]=2)[CH3:37])=[CH:29][C:28]=1[CH3:43])[CH3:22]. The yield is 0.510. (2) The product is [NH2:15][C:2]1[CH:7]=[C:6]([Cl:8])[N:5]=[C:4]([C:9]([O:11][CH3:12])=[O:10])[C:3]=1[O:13][CH3:14]. The catalyst is CN(C)C=O.O. The yield is 0.330. The reactants are Cl[C:2]1[CH:7]=[C:6]([Cl:8])[N:5]=[C:4]([C:9]([O:11][CH3:12])=[O:10])[C:3]=1[O:13][CH3:14].[N-:15]=[N+]=[N-].[Na+].CCOC(C)=O.[BH4-].[Na+]. (3) The reactants are [CH3:1][CH:2]1[CH2:7][C:6](=[O:8])[CH:5]=[C:4](B2OC(C)(C)C(C)(C)O2)[CH2:3]1.C([O-])([O-])=O.[Na+].[Na+].Cl[C:25]1[CH:30]=[CH:29][N:28]=[CH:27][C:26]=1[N+:31]([O-:33])=[O:32]. The catalyst is O1CCOCC1.C1C=CC(P(C2C=CC=CC=2)[C-]2C=CC=C2)=CC=1.C1C=CC(P(C2C=CC=CC=2)[C-]2C=CC=C2)=CC=1.Cl[Pd]Cl.[Fe+2].C(Cl)Cl. The product is [CH3:1][CH:2]1[CH2:7][C:6](=[O:8])[CH:5]=[C:4]([C:25]2[CH:30]=[CH:29][N:28]=[CH:27][C:26]=2[N+:31]([O-:33])=[O:32])[CH2:3]1. The yield is 0.480. (4) The reactants are [NH:1]1[CH:5]=[C:4]([CH2:6][CH2:7][NH:8][C:9](=[O:24])[NH:10][CH:11]([CH2:15][C:16]2[CH:21]=[CH:20][C:19]([O:22][CH3:23])=[CH:18][CH:17]=2)[C:12]([OH:14])=O)[N:3]=[CH:2]1.C(N(C(C)C)CC)(C)C.CN(C(ON1N=NC2C=CC=CC1=2)=[N+](C)C)C.[B-](F)(F)(F)F.FC(F)(F)C(O)=O.[C:63]([O:68][C:69]1([C:73]2[CH:78]=[CH:77][CH:76]=[CH:75][CH:74]=2)[CH2:72][NH:71][CH2:70]1)(=[O:67])[CH2:64][CH2:65][CH3:66]. The catalyst is ClCCl.CN(C)C=O. The product is [C:63]([O:68][C:69]1([C:73]2[CH:78]=[CH:77][CH:76]=[CH:75][CH:74]=2)[CH2:70][N:71]([C:12](=[O:14])[CH:11]([NH:10][C:9]([NH:8][CH2:7][CH2:6][C:4]2[N:3]=[CH:2][NH:1][CH:5]=2)=[O:24])[CH2:15][C:16]2[CH:21]=[CH:20][C:19]([O:22][CH3:23])=[CH:18][CH:17]=2)[CH2:72]1)(=[O:67])[CH2:64][CH2:65][CH3:66]. The yield is 0.0200. (5) The reactants are [Cl:1][C:2]1[CH:3]=[C:4]([CH:9]=[CH:10][C:11]=1[CH:12]1[S:18][CH2:17][CH2:16][NH:15][C:14]2[N:19]([CH3:28])[N:20]=[C:21]([C:22]3[CH:27]=[CH:26][CH:25]=[CH:24][N:23]=3)[C:13]1=2)[C:5]([O:7]C)=O.[NH2:29][C:30]1[C:31]([CH3:36])=[N:32][CH:33]=[CH:34][CH:35]=1.C[Si]([N-][Si](C)(C)C)(C)C.[Li+]. The catalyst is C1COCC1. The product is [Cl:1][C:2]1[CH:3]=[C:4]([CH:9]=[CH:10][C:11]=1[CH:12]1[S:18][CH2:17][CH2:16][NH:15][C:14]2[N:19]([CH3:28])[N:20]=[C:21]([C:22]3[CH:27]=[CH:26][CH:25]=[CH:24][N:23]=3)[C:13]1=2)[C:5]([NH:29][C:30]1[C:31]([CH3:36])=[N:32][CH:33]=[CH:34][CH:35]=1)=[O:7]. The yield is 0.0900. (6) The reactants are Br[C:2]1[N:7]2[N:8]=[CH:9][N:10]=[C:6]2[C:5]([NH:11][C:12]2[CH:17]=[CH:16][C:15]([N:18]3[CH2:23][CH2:22][N:21]([CH3:24])[CH2:20][CH2:19]3)=[CH:14][CH:13]=2)=[N:4][CH:3]=1.[CH3:25][O:26][C:27]1[CH:32]=[C:31](B(O)O)[CH:30]=[CH:29][N:28]=1.C([O-])([O-])=O.[Na+].[Na+]. The catalyst is C1C=CC([P]([Pd]([P](C2C=CC=CC=2)(C2C=CC=CC=2)C2C=CC=CC=2)([P](C2C=CC=CC=2)(C2C=CC=CC=2)C2C=CC=CC=2)[P](C2C=CC=CC=2)(C2C=CC=CC=2)C2C=CC=CC=2)(C2C=CC=CC=2)C2C=CC=CC=2)=CC=1.CN(C=O)C.O1CCOCC1. The product is [CH3:25][O:26][C:27]1[CH:32]=[C:31]([C:2]2[N:7]3[N:8]=[CH:9][N:10]=[C:6]3[C:5]([NH:11][C:12]3[CH:17]=[CH:16][C:15]([N:18]4[CH2:23][CH2:22][N:21]([CH3:24])[CH2:20][CH2:19]4)=[CH:14][CH:13]=3)=[N:4][CH:3]=2)[CH:30]=[CH:29][N:28]=1. The yield is 0.470. (7) The reactants are N1C(=O)[CH:3]=[C:4]2[C:9]=1[CH:8]=[CH:7][CH:6]=[CH:5]2.[CH3:15][N:16]([CH2:14][CH2:15][N:16]([CH3:18])[CH3:14])[CH3:18].[Li]CCCC.IC.C1C[O:29]CC1. No catalyst specified. The product is [CH3:3][C:4]1([CH3:9])[C:5]2[C:15](=[CH:14][CH:8]=[CH:7][CH:6]=2)[NH:16][C:18]1=[O:29]. The yield is 0.520. (8) The reactants are ClC(OC(C)C)=O.[C:8]([O:12][C:13]([NH:15][C@@H:16]([CH3:20])[C:17](O)=[O:18])=[O:14])([CH3:11])([CH3:10])[CH3:9].C(N(CC)CC)C.[OH-:28].[Na+].Cl.[NH2:31]O. The catalyst is CO.O1CCCC1. The product is [OH:28][NH:31][C:17](=[O:18])[C@H:16]([NH:15][C:13](=[O:14])[O:12][C:8]([CH3:11])([CH3:10])[CH3:9])[CH3:20]. The yield is 0.550. (9) The reactants are C(Cl)(=O)C(Cl)=O.[Cl:7][C:8]1[N:13]=[C:12]([C:14]([OH:16])=O)[CH:11]=[C:10]([C:17]2[CH:22]=[CH:21][C:20]([C:23]([F:26])([F:25])[F:24])=[CH:19][CH:18]=2)[N:9]=1.[CH3:27][NH:28][CH3:29].C(=O)([O-])O.[Na+]. The catalyst is ClCCl.CN(C)C=O. The product is [CH3:27][N:28]([CH3:29])[C:14]([C:12]1[CH:11]=[C:10]([C:17]2[CH:22]=[CH:21][C:20]([C:23]([F:26])([F:25])[F:24])=[CH:19][CH:18]=2)[N:9]=[C:8]([Cl:7])[N:13]=1)=[O:16]. The yield is 0.650. (10) The reactants are [CH2:1]([O:3][C:4]([C@H:6]1[C@@H:11]([NH2:12])[C@H:10]2[CH2:13][C@@H:7]1[CH2:8][CH2:9]2)=[O:5])[CH3:2].[F:14][C:15]1[CH:16]=[C:17]([CH:20]=[CH:21][C:22]=1[CH3:23])[CH:18]=O.C(O)(=O)C.C([BH3-])#N.[Na+]. The catalyst is C(O)C. The product is [CH2:1]([O:3][C:4]([C@H:6]1[C@@H:11]([NH:12][CH2:18][C:17]2[CH:20]=[CH:21][C:22]([CH3:23])=[C:15]([F:14])[CH:16]=2)[C@H:10]2[CH2:13][C@@H:7]1[CH2:8][CH2:9]2)=[O:5])[CH3:2]. The yield is 0.440.